Task: Regression. Given a peptide amino acid sequence and an MHC pseudo amino acid sequence, predict their binding affinity value. This is MHC class I binding data.. Dataset: Peptide-MHC class I binding affinity with 185,985 pairs from IEDB/IMGT (1) The peptide sequence is SSLVKNVNK. The MHC is HLA-A11:01 with pseudo-sequence HLA-A11:01. The binding affinity (normalized) is 0.695. (2) The peptide sequence is LPLMMLSPL. The MHC is HLA-C05:01 with pseudo-sequence YYAGYREKYRQTDVNKLYLRYNFYTWAERAYTWY. The binding affinity (normalized) is 0.0847. (3) The peptide sequence is YIKGGNASF. The MHC is HLA-A26:01 with pseudo-sequence HLA-A26:01. The binding affinity (normalized) is 0.498. (4) The peptide sequence is YHGEAMAIG. The MHC is HLA-A26:01 with pseudo-sequence HLA-A26:01. The binding affinity (normalized) is 0.0847. (5) The peptide sequence is YKVASAGISY. The MHC is HLA-B35:01 with pseudo-sequence HLA-B35:01. The binding affinity (normalized) is 0.607.